From a dataset of Reaction yield outcomes from USPTO patents with 853,638 reactions. Predict the reaction yield, written as a fraction of the theoretical maximum amount of product (1.0 means a 100% yield; for example, 0.34 means a 34% yield). The reactants are [F:1][C:2]1[CH:7]=[CH:6][C:5]([N:8]2[C:16]3[CH2:15][CH2:14][CH2:13][N:12]([C:17](=[O:29])[CH2:18][N:19]4[C:23]([CH3:24])=[CH:22][C:21]([C:25]([F:28])([F:27])[F:26])=[N:20]4)[C:11]=3[CH:10]=[N:9]2)=[CH:4][CH:3]=1.[Li+].CC([N-]C(C)C)C.[CH2:38]=[O:39].[NH4+].[Cl-]. The catalyst is C1COCC1. The product is [F:1][C:2]1[CH:3]=[CH:4][C:5]([N:8]2[C:16]3[CH2:15][CH2:14][CH2:13][N:12]([C:17](=[O:29])[CH:18]([N:19]4[C:23]([CH3:24])=[CH:22][C:21]([C:25]([F:27])([F:26])[F:28])=[N:20]4)[CH2:38][OH:39])[C:11]=3[CH:10]=[N:9]2)=[CH:6][CH:7]=1. The yield is 0.550.